From a dataset of Forward reaction prediction with 1.9M reactions from USPTO patents (1976-2016). Predict the product of the given reaction. (1) The product is: [C:15]([O:18][C:19]([NH:1][C:2]1[S:3][CH:4]=[C:5]([C:7](=[O:13])[C:8]([OH:10])=[O:9])[N:6]=1)=[O:20])([CH3:17])([CH3:16])[CH3:14]. Given the reactants [NH2:1][C:2]1[S:3][CH:4]=[C:5]([C:7](=[O:13])[C:8]([O:10]CC)=[O:9])[N:6]=1.[CH3:14][C:15]([O:18][C:19](O[C:19]([O:18][C:15]([CH3:17])([CH3:16])[CH3:14])=[O:20])=[O:20])([CH3:17])[CH3:16].C1N2CCN(CC2)C1.[OH-].[Na+].Cl, predict the reaction product. (2) Given the reactants [CH2:1]([N:6]1[CH:10]=[CH:9][N:8]=[N:7]1)[CH2:2][CH2:3][C:4]#[CH:5].[N:11]([CH2:14][C:15]([CH3:23])=[CH:16][C:17]1[CH:22]=[CH:21][CH:20]=[CH:19][CH:18]=1)=[N+:12]=[N-:13], predict the reaction product. The product is: [CH3:23][C:15](=[CH:16][C:17]1[CH:22]=[CH:21][CH:20]=[CH:19][CH:18]=1)[CH2:14][N:11]1[CH:5]=[C:4]([CH2:3][CH2:2][CH2:1][N:6]2[CH:10]=[CH:9][N:8]=[N:7]2)[N:13]=[N:12]1. (3) Given the reactants [CH3:1][O:2][C:3](=[O:18])[C:4]1[CH:9]=[C:8]([O:10][C@@H:11]([CH3:15])[CH2:12][O:13][CH3:14])[CH:7]=[C:6]([CH2:16]O)[CH:5]=1.P(OBr)(OBr)(O[Br:22])=O, predict the reaction product. The product is: [CH3:1][O:2][C:3](=[O:18])[C:4]1[CH:9]=[C:8]([O:10][C@@H:11]([CH3:15])[CH2:12][O:13][CH3:14])[CH:7]=[C:6]([CH2:16][Br:22])[CH:5]=1. (4) Given the reactants [NH:1]1[CH2:6][CH2:5][O:4][CH2:3][C@H:2]1[C:7]1[NH:8][C:9]([C:12]2[CH:17]=[CH:16][C:15]([C:18]3[CH:23]=[CH:22][C:21]([C:24]4[NH:28][C:27]([C@@H:29]5[CH2:41][N:39]6[C:40]7[CH:32]([C@@H:33]([NH:42][C:43](=[O:46])[O:44][CH3:45])[CH2:34][CH2:35][C:36]=7[CH:37]=[CH:38]6)[C:31](=[O:47])[CH2:30]5)=[N:26][CH:25]=4)=[CH:20][CH:19]=3)=[CH:14][CH:13]=2)=[CH:10][N:11]=1.[CH3:48][O:49][C:50]([NH:52][C@H:53]([C:57]1[CH:62]=[CH:61][CH:60]=[CH:59][CH:58]=1)[C:54](O)=[O:55])=[O:51].CCN(C(C)C)C(C)C.CN(C(ON1N=NC2C=CC=NC1=2)=[N+](C)C)C.F[P-](F)(F)(F)(F)F, predict the reaction product. The product is: [CH3:45][O:44][C:43](=[O:46])[NH:42][C@@H:33]1[CH:32]2[C:31](=[O:47])[CH2:30][C@H:29]([C:27]3[NH:28][C:24]([C:21]4[CH:22]=[CH:23][C:18]([C:15]5[CH:14]=[CH:13][C:12]([C:9]6[NH:8][C:7]([C@@H:2]7[CH2:3][O:4][CH2:5][CH2:6][N:1]7[C:54](=[O:55])[C@H:53]([NH:52][C:50]([O:49][CH3:48])=[O:51])[C:57]7[CH:62]=[CH:61][CH:60]=[CH:59][CH:58]=7)=[N:11][CH:10]=6)=[CH:17][CH:16]=5)=[CH:19][CH:20]=4)=[CH:25][N:26]=3)[CH2:41][N:39]3[C:40]2=[C:36]([CH:37]=[CH:38]3)[CH2:35][CH2:34]1. (5) Given the reactants [CH3:1][C:2]1[CH:7]=[CH:6][N:5]=[CH:4][C:3]=1[N:8]1[CH2:12][CH2:11][NH:10][C:9]1=[O:13].[C:14]([O:18][C:19]([N:21]1[C:30]2[C:25](=[CH:26][CH:27]=[C:28](Br)[CH:29]=2)[CH2:24][CH2:23][C:22]1=[O:32])=[O:20])([CH3:17])([CH3:16])[CH3:15].N[C@@H]1CCCC[C@H]1N.P([O-])([O-])([O-])=O.[K+].[K+].[K+], predict the reaction product. The product is: [C:14]([O:18][C:19]([N:21]1[C:30]2[C:25](=[CH:26][CH:27]=[C:28]([N:10]3[CH2:11][CH2:12][N:8]([C:3]4[CH:4]=[N:5][CH:6]=[CH:7][C:2]=4[CH3:1])[C:9]3=[O:13])[CH:29]=2)[CH2:24][CH2:23][C:22]1=[O:32])=[O:20])([CH3:17])([CH3:15])[CH3:16].